This data is from Reaction yield outcomes from USPTO patents with 853,638 reactions. The task is: Predict the reaction yield, written as a fraction of the theoretical maximum amount of product (1.0 means a 100% yield; for example, 0.34 means a 34% yield). (1) The reactants are [C:1]([O:5][C:6](=[O:22])[NH:7][C:8]([CH3:21])([CH3:20])[CH2:9][C:10]1[C:18]2[C:13](=[C:14](O)[CH:15]=[CH:16][CH:17]=2)[NH:12][CH:11]=1)([CH3:4])([CH3:3])[CH3:2].[H-].[Na+].[CH3:25][O:26][C:27](=[O:30])CCl.CN(C)[CH:33]=[O:34]. No catalyst specified. The product is [C:1]([O:5][C:6](=[O:22])[NH:7][C:8]([CH3:21])([CH3:20])[CH2:9][C:10]1[C:18]2[C:13](=[C:14]([C:27]([O:26][CH2:25][O:34][CH3:33])=[O:30])[CH:15]=[CH:16][CH:17]=2)[NH:12][CH:11]=1)([CH3:4])([CH3:3])[CH3:2]. The yield is 0.300. (2) The reactants are [CH2:1]([N:8]([CH2:25][CH3:26])[C:9]1[CH:14]=[CH:13][C:12]([C:15]([OH:24])([C:20]([F:23])([F:22])[F:21])[C:16]([F:19])([F:18])[F:17])=[CH:11][CH:10]=1)[C:2]1[CH:7]=[CH:6][CH:5]=[CH:4][CH:3]=1.C1C(=O)N([Cl:34])C(=O)C1. The catalyst is CC(O)C. The product is [CH2:1]([N:8]([CH2:25][CH3:26])[C:9]1[CH:14]=[CH:13][C:12]([C:15]([OH:24])([C:16]([F:17])([F:18])[F:19])[C:20]([F:21])([F:22])[F:23])=[CH:11][C:10]=1[Cl:34])[C:2]1[CH:3]=[CH:4][CH:5]=[CH:6][CH:7]=1. The yield is 0.820.